Dataset: NCI-60 drug combinations with 297,098 pairs across 59 cell lines. Task: Regression. Given two drug SMILES strings and cell line genomic features, predict the synergy score measuring deviation from expected non-interaction effect. (1) Drug 1: CN(CCCl)CCCl.Cl. Drug 2: CC(C)NC(=O)C1=CC=C(C=C1)CNNC.Cl. Cell line: SK-MEL-5. Synergy scores: CSS=16.4, Synergy_ZIP=-5.05, Synergy_Bliss=0.273, Synergy_Loewe=-38.3, Synergy_HSA=-0.339. (2) Drug 1: CN(C)N=NC1=C(NC=N1)C(=O)N. Drug 2: CCCCCOC(=O)NC1=NC(=O)N(C=C1F)C2C(C(C(O2)C)O)O. Cell line: NCI-H522. Synergy scores: CSS=5.50, Synergy_ZIP=-2.67, Synergy_Bliss=-1.97, Synergy_Loewe=-2.92, Synergy_HSA=-1.36. (3) Drug 1: CC1C(C(CC(O1)OC2CC(CC3=C2C(=C4C(=C3O)C(=O)C5=C(C4=O)C(=CC=C5)OC)O)(C(=O)CO)O)N)O.Cl. Drug 2: CCC1=CC2CC(C3=C(CN(C2)C1)C4=CC=CC=C4N3)(C5=C(C=C6C(=C5)C78CCN9C7C(C=CC9)(C(C(C8N6C)(C(=O)OC)O)OC(=O)C)CC)OC)C(=O)OC.C(C(C(=O)O)O)(C(=O)O)O. Cell line: UACC62. Synergy scores: CSS=56.0, Synergy_ZIP=-0.335, Synergy_Bliss=-1.31, Synergy_Loewe=-7.81, Synergy_HSA=-0.566. (4) Drug 1: CCCS(=O)(=O)NC1=C(C(=C(C=C1)F)C(=O)C2=CNC3=C2C=C(C=N3)C4=CC=C(C=C4)Cl)F. Drug 2: CC1=C(C=C(C=C1)NC2=NC=CC(=N2)N(C)C3=CC4=NN(C(=C4C=C3)C)C)S(=O)(=O)N.Cl. Cell line: SK-MEL-2. Synergy scores: CSS=16.5, Synergy_ZIP=9.83, Synergy_Bliss=18.3, Synergy_Loewe=13.2, Synergy_HSA=13.7. (5) Drug 1: C1=CC(=CC=C1CCC2=CNC3=C2C(=O)NC(=N3)N)C(=O)NC(CCC(=O)O)C(=O)O. Drug 2: C1=CC(=C2C(=C1NCCNCCO)C(=O)C3=C(C=CC(=C3C2=O)O)O)NCCNCCO. Cell line: MALME-3M. Synergy scores: CSS=31.4, Synergy_ZIP=3.45, Synergy_Bliss=3.80, Synergy_Loewe=5.78, Synergy_HSA=7.04. (6) Drug 1: C1=C(C(=O)NC(=O)N1)N(CCCl)CCCl. Synergy scores: CSS=10.5, Synergy_ZIP=-3.78, Synergy_Bliss=-4.14, Synergy_Loewe=-5.90, Synergy_HSA=-4.17. Drug 2: CC(C1=C(C=CC(=C1Cl)F)Cl)OC2=C(N=CC(=C2)C3=CN(N=C3)C4CCNCC4)N. Cell line: SK-OV-3.